This data is from CYP2C19 inhibition data for predicting drug metabolism from PubChem BioAssay. The task is: Regression/Classification. Given a drug SMILES string, predict its absorption, distribution, metabolism, or excretion properties. Task type varies by dataset: regression for continuous measurements (e.g., permeability, clearance, half-life) or binary classification for categorical outcomes (e.g., BBB penetration, CYP inhibition). Dataset: cyp2c19_veith. (1) The compound is CCNc1ncc2nc(-c3cc(F)cc(F)c3)c(=O)n(CCc3ccccc3)c2n1. The result is 1 (inhibitor). (2) The drug is CCOC(=O)c1cnn(-c2nc(-c3ccc(F)cc3)cs2)c1C(F)(F)F. The result is 1 (inhibitor). (3) The compound is CN(Cc1ccccc1)c1nc(-c2ccc([N+](=O)[O-])cc2)nc2ccccc12. The result is 0 (non-inhibitor). (4) The molecule is COc1ccc(-c2nc3cnc(Nc4cccc(OC)c4)nc3n(Cc3cccs3)c2=O)cc1. The result is 0 (non-inhibitor). (5) The result is 0 (non-inhibitor). The drug is C[C@@]12CCC(=O)C=C1CC[C@H]1[C@@H]2[C@@H](O)C[C@]2(C)[C@@H]1CC[C@@]2(O)C(=O)COC(=O)C1CCCC1. (6) The drug is O=C(Oc1ccc(C(=S)N2CCOCC2)cc1Br)c1cc(Cl)ccc1Cl. The result is 0 (non-inhibitor). (7) The drug is O=C(O)c1ccccc1OP(=O)(O)O. The result is 0 (non-inhibitor). (8) The drug is O=C1[C@H]2CC[C@H]3/C(=N\OCc4ccccc4)C[C@@H](O)[C@@H](O)[C@@H]3[C@@H]2C(=O)N1C1CCCCC1. The result is 0 (non-inhibitor). (9) The molecule is COC(=O)CSc1cc(C(F)(F)F)nc(-c2ccccn2)n1. The result is 0 (non-inhibitor). (10) The molecule is CC(C)(C)C1CCC2(CC1)CCN(CCCN1CCOCC1)CC2. The result is 0 (non-inhibitor).